Dataset: Reaction yield outcomes from USPTO patents with 853,638 reactions. Task: Predict the reaction yield, written as a fraction of the theoretical maximum amount of product (1.0 means a 100% yield; for example, 0.34 means a 34% yield). (1) The reactants are [C:1]([O:7][CH2:8][CH3:9])(=[O:6])[CH2:2][C:3]([O-:5])=O.[K+].[Cl-].[Mg+2].[Cl-].C(N(CC)CC)C.[Cl:21][CH:22](C)[C:23](Cl)=O.Cl. The catalyst is C(#N)C.[Ti]. The product is [Cl:21][CH:22]([CH3:23])[C:3](=[O:5])[CH2:2][C:1]([O:7][CH2:8][CH3:9])=[O:6]. The yield is 0.580. (2) The reactants are Cl.CN(C)CCCN=C=NCC.[CH3:13][O:14][C:15]1[CH:23]=[CH:22][C:18]([C:19]([OH:21])=[O:20])=[CH:17][CH:16]=1.[Br:24][CH2:25][CH2:26][CH2:27]O. The catalyst is CN(C)C1C=CN=CC=1.ClCCl. The product is [CH3:13][O:14][C:15]1[CH:23]=[CH:22][C:18]([C:19]([O:21][CH2:27][CH2:26][CH2:25][Br:24])=[O:20])=[CH:17][CH:16]=1. The yield is 0.610. (3) The product is [CH2:1]([O:8][C:9]1[CH:14]=[CH:13][N:12]([CH2:16][C:17]2[CH:24]=[CH:23][C:20]([CH3:21])=[CH:19][CH:18]=2)[C:11](=[O:15])[CH:10]=1)[C:2]1[CH:3]=[CH:4][CH:5]=[CH:6][CH:7]=1. The catalyst is O. The yield is 0.540. The reactants are [CH2:1]([O:8][C:9]1[CH:14]=[CH:13][NH:12][C:11](=[O:15])[CH:10]=1)[C:2]1[CH:7]=[CH:6][CH:5]=[CH:4][CH:3]=1.[CH3:16][C:17]1[CH:24]=[CH:23][C:20]([CH2:21]Br)=[CH:19][CH:18]=1.C(=O)([O-])[O-].[K+].[K+]. (4) The reactants are C(=O)([O-])[O-].[K+].[K+].[CH2:7]([O:9][CH:10]([O:23][CH2:24][CH3:25])[C:11]1[CH:12]=[CH:13][C:14]([C:17]#[C:18][Si](C)(C)C)=[N:15][CH:16]=1)[CH3:8]. The catalyst is CO. The product is [CH2:24]([O:23][CH:10]([O:9][CH2:7][CH3:8])[C:11]1[CH:12]=[CH:13][C:14]([C:17]#[CH:18])=[N:15][CH:16]=1)[CH3:25]. The yield is 0.890. (5) The reactants are ClC(OCC(C)C)=[O:3].[C:9]([N:16]([CH2:18][C:19]([OH:21])=[O:20])[CH3:17])([O:11][C:12]([CH3:15])([CH3:14])[CH3:13])=[O:10].CN1CCOCC1.[CH2:29]([NH2:39])[C:30]1[CH:38]=[CH:37][C:36]2[O:35][CH2:34][O:33][C:32]=2[CH:31]=1. The catalyst is C1COCC1. The product is [C:29]([NH2:39])(=[O:3])[C:30]1[CH:38]=[CH:37][C:36]2[O:35][CH2:34][O:33][C:32]=2[CH:31]=1.[C:9]([N:16]([CH2:18][C:19]([OH:21])=[O:20])[CH3:17])([O:11][C:12]([CH3:14])([CH3:15])[CH3:13])=[O:10]. The yield is 0.950. (6) The reactants are [CH2:1]([NH:4][C:5]1[N:6]=[C:7]([NH:23][CH2:24][CH2:25][CH3:26])[C:8]2[N:14]=[C:13]([NH:15][CH2:16][CH2:17][CH3:18])[N:12]=[C:11]([NH:19][CH2:20][CH2:21][CH3:22])[C:9]=2[N:10]=1)[CH2:2][CH3:3].[ClH:27].C(OCC)C.Cl.CNC1N=C(NCCC)C2N=C(NC)N=C(NCCC)C=2N=1. The catalyst is C(Cl)Cl.CO. The product is [ClH:27].[CH2:16]([NH:15][C:13]1[N:12]=[C:11]([NH:19][CH2:20][CH2:21][CH3:22])[C:9]2[N:10]=[C:5]([NH:4][CH2:1][CH2:2][CH3:3])[N:6]=[C:7]([NH:23][CH2:24][CH2:25][CH3:26])[C:8]=2[N:14]=1)[CH2:17][CH3:18]. The yield is 1.00. (7) The reactants are [F:1][C:2]1[CH:3]=[C:4]([CH:9]=[CH:10][CH:11]=1)[C:5]([NH:7][NH2:8])=[O:6].[NH2:12][C:13]1[C:14]([C:30](O)=[O:31])=[N:15][C:16]([C:19]2[CH:24]=[CH:23][C:22]([C:25](=[O:29])[N:26]([CH3:28])[CH3:27])=[CH:21][CH:20]=2)=[CH:17][N:18]=1.C(N(CC)CC)C.CN(C(ON1N=NC2C=CC=CC1=2)=[N+](C)C)C.[B-](F)(F)(F)F. The catalyst is CN(C=O)C.CCOC(C)=O.O. The product is [NH2:12][C:13]1[N:18]=[CH:17][C:16]([C:19]2[CH:20]=[CH:21][C:22]([C:25]([N:26]([CH3:27])[CH3:28])=[O:29])=[CH:23][CH:24]=2)=[N:15][C:14]=1[C:30]([NH:8][NH:7][C:5]([C:4]1[CH:9]=[CH:10][CH:11]=[C:2]([F:1])[CH:3]=1)=[O:6])=[O:31]. The yield is 0.780. (8) The reactants are [NH:1]1[C:9]2[CH:8]=[CH:7][N:6]=[CH:5][C:4]=2[CH:3]=[CH:2]1.[Cl:10]N1C(=O)CCC1=O. The catalyst is ClCCl. The product is [Cl:10][C:3]1[C:4]2[CH:5]=[N:6][CH:7]=[CH:8][C:9]=2[NH:1][CH:2]=1. The yield is 0.400. (9) The reactants are [F:1][C:2]1[C:3]([NH:16][C:17]2[CH:22]=[CH:21][C:20]([I:23])=[CH:19][C:18]=2[F:24])=[C:4]([C:9]([N:11]2[CH2:14][C:13](=[O:15])[CH2:12]2)=[O:10])[CH:5]=[CH:6][C:7]=1[F:8].[F:25][C:26]([Si](C)(C)C)([F:28])[F:27].C(=O)([O-])[O-].[Cs+].[Cs+]. The catalyst is CN(C=O)C. The product is [F:1][C:2]1[C:3]([NH:16][C:17]2[CH:22]=[CH:21][C:20]([I:23])=[CH:19][C:18]=2[F:24])=[C:4]([C:9]([N:11]2[CH2:12][C:13]([C:26]([F:28])([F:27])[F:25])([OH:15])[CH2:14]2)=[O:10])[CH:5]=[CH:6][C:7]=1[F:8]. The yield is 0.690.